From a dataset of Reaction yield outcomes from USPTO patents with 853,638 reactions. Predict the reaction yield, written as a fraction of the theoretical maximum amount of product (1.0 means a 100% yield; for example, 0.34 means a 34% yield). (1) The reactants are [Br:1][C:2]1[CH:10]=[CH:9][C:8]2[N:7]([CH3:11])[N:6]=[CH:5][C:4]=2[C:3]=1[OH:12].[CH:13]1([CH2:16]O)[CH2:15][CH2:14]1.C1(P(C2C=CC=CC=2)C2C=CC=CC=2)C=CC=CC=1.N(C(OC(C)C)=O)=NC(OC(C)C)=O.C(=O)(O)[O-].[Na+]. The catalyst is O1CCCC1. The product is [Br:1][C:2]1[C:3]([O:12][CH2:16][CH:13]2[CH2:15][CH2:14]2)=[C:4]2[C:8](=[CH:9][CH:10]=1)[N:7]([CH3:11])[N:6]=[CH:5]2. The yield is 0.780. (2) The reactants are [CH2:1]([O:3][C:4](=[O:22])[CH:5]([O:11][C:12]1[CH:17]=[CH:16][C:15]([Cl:18])=[CH:14][C:13]=1[N+:19]([O-])=O)[C:6](OCC)=[O:7])[CH3:2].[O-]S(S([O-])=O)=O.[Na+].[Na+].O. The catalyst is CCO.O. The product is [CH2:1]([O:3][C:4]([CH:5]1[C:6](=[O:7])[NH:19][C:13]2[CH:14]=[C:15]([Cl:18])[CH:16]=[CH:17][C:12]=2[O:11]1)=[O:22])[CH3:2]. The yield is 0.973. (3) The reactants are [I:1][C:2]1[CH:3]=[C:4](N)[C:5]([Cl:8])=[N:6][CH:7]=1.N([O-])=O.[Na+].[NH4+].[OH-].[ClH:16]. The catalyst is Cl[Cu]. The product is [Cl:8][C:5]1[C:4]([Cl:16])=[CH:3][C:2]([I:1])=[CH:7][N:6]=1. The yield is 0.700. (4) The yield is 0.640. The catalyst is CO.C1COCC1.C(Cl)(Cl)Cl.CC(O)C. The product is [OH:3][NH:2][C:17]([C@@H:16]([NH:21][C:22]([C:24]1[CH:29]=[CH:28][C:27]([C:30]#[C:31][C:32]2[CH:33]=[CH:34][C:35]([NH:38][C:39](=[O:49])[CH2:40][NH:41][C:42]([O:44][C:45]([CH3:48])([CH3:46])[CH3:47])=[O:43])=[CH:36][CH:37]=2)=[CH:26][CH:25]=1)=[O:23])[CH2:15][NH:14][C:12]([O:11][C:7]([CH3:9])([CH3:8])[CH3:10])=[O:13])=[O:19]. The reactants are Cl.[NH2:2][OH:3].C[O-].[Na+].[C:7]([O:11][C:12]([NH:14][CH2:15][C@H:16]([NH:21][C:22]([C:24]1[CH:29]=[CH:28][C:27]([C:30]#[C:31][C:32]2[CH:37]=[CH:36][C:35]([NH:38][C:39](=[O:49])[CH2:40][NH:41][C:42]([O:44][C:45]([CH3:48])([CH3:47])[CH3:46])=[O:43])=[CH:34][CH:33]=2)=[CH:26][CH:25]=1)=[O:23])[C:17]([O:19]C)=O)=[O:13])([CH3:10])([CH3:9])[CH3:8]. (5) The reactants are [CH3:1][O:2][C:3]1[C:4]([NH:14][C:15](=[O:19])OCC)=[N:5][C:6]2[C:11]([N:12]=1)=[CH:10][C:9]([CH3:13])=[CH:8][CH:7]=2.[Cl:20][C:21]1[CH:26]=[CH:25][CH:24]=[CH:23][C:22]=1[N:27]1[CH2:32][CH2:31][NH:30][CH2:29][CH2:28]1. No catalyst specified. The product is [CH3:1][O:2][C:3]1[C:4]([NH:14][C:15]([N:30]2[CH2:29][CH2:28][N:27]([C:22]3[CH:23]=[CH:24][CH:25]=[CH:26][C:21]=3[Cl:20])[CH2:32][CH2:31]2)=[O:19])=[N:5][C:6]2[C:11]([N:12]=1)=[CH:10][C:9]([CH3:13])=[CH:8][CH:7]=2. The yield is 0.850. (6) The reactants are N12CCCN=C1CCCCC2.Cl.[NH2:13][CH2:14][C:15]1[CH:23]=[CH:22][CH:21]=[C:20]2[C:16]=1[C:17](=[O:33])[N:18]([CH:25]1[CH2:30][CH2:29][C:28](=[O:31])[NH:27][C:26]1=[O:32])[C:19]2=[O:24].[CH2:34]([N:38]=[C:39]=[O:40])[CH2:35][CH2:36][CH3:37]. The catalyst is CC#N. The product is [O:32]=[C:26]1[CH:25]([N:18]2[C:17](=[O:33])[C:16]3[C:20](=[CH:21][CH:22]=[CH:23][C:15]=3[CH2:14][NH:13][C:39]([NH:38][CH2:34][CH2:35][CH2:36][CH3:37])=[O:40])[C:19]2=[O:24])[CH2:30][CH2:29][C:28](=[O:31])[NH:27]1. The yield is 0.610. (7) The yield is 0.950. The reactants are Cl.[CH3:2][O:3][C:4](=[O:10])[C@@H:5]1[CH2:9][CH2:8][CH2:7][NH:6]1.C(N(CC)CC)C.[C:18]1([S:24](Cl)(=[O:26])=[O:25])[CH:23]=[CH:22][CH:21]=[CH:20][CH:19]=1. The product is [CH3:2][O:3][C:4](=[O:10])[C@@H:5]1[CH2:9][CH2:8][CH2:7][N:6]1[S:24]([C:18]1[CH:23]=[CH:22][CH:21]=[CH:20][CH:19]=1)(=[O:26])=[O:25]. The catalyst is C(Cl)Cl. (8) The reactants are [Cl:1][C:2]1[C:3](=O)[NH:4][N:5]=[CH:6][C:7]=1[Cl:8].P(Cl)(Cl)([Cl:12])=O. No catalyst specified. The product is [Cl:12][C:3]1[N:4]=[N:5][CH:6]=[C:7]([Cl:8])[C:2]=1[Cl:1]. The yield is 0.890. (9) The reactants are [C:1]([O:5][C:6](=[O:19])[NH:7][CH2:8][CH2:9][CH2:10][CH2:11][C:12]1[CH:17]=[CH:16][C:15]([OH:18])=[CH:14][CH:13]=1)([CH3:4])([CH3:3])[CH3:2].[C:20]([O-])([O-])=O.[Cs+].[Cs+].C[N:27]([CH:29]=O)C. No catalyst specified. The product is [C:1]([O:5][C:6](=[O:19])[NH:7][CH2:8][CH2:9][CH2:10][CH2:11][C:12]1[CH:13]=[CH:14][C:15]([O:18][CH2:20][C:29]#[N:27])=[CH:16][CH:17]=1)([CH3:4])([CH3:2])[CH3:3]. The yield is 0.380.